This data is from Full USPTO retrosynthesis dataset with 1.9M reactions from patents (1976-2016). The task is: Predict the reactants needed to synthesize the given product. (1) Given the product [CH3:19][O:18][C:15]1[CH:14]=[CH:13][C:12]([CH2:11][C@@H:6]2[C@H:5]([OH:4])[C@@H:9]([OH:10])[CH2:8][NH:7]2)=[CH:17][CH:16]=1, predict the reactants needed to synthesize it. The reactants are: C([O:4][C@@H:5]1[C@@H:9]([OH:10])[CH2:8][NH:7][C@@H:6]1[CH2:11][C:12]1[CH:17]=[CH:16][C:15]([O:18][CH3:19])=[CH:14][CH:13]=1)(=O)C.N.CO. (2) The reactants are: [F:1]/[C:2](/[CH2:13][O:14][C:15]1[CH:20]=[CH:19][CH:18]=[CH:17][CH:16]=1)=[CH:3]/[CH2:4][NH:5]C(=O)OC(C)(C)C.[ClH:21]. Given the product [ClH:21].[F:1]/[C:2](/[CH2:13][O:14][C:15]1[CH:20]=[CH:19][CH:18]=[CH:17][CH:16]=1)=[CH:3]/[CH2:4][NH2:5], predict the reactants needed to synthesize it. (3) Given the product [Br:1][C:2]1[CH:3]=[C:4]([C:8]2[N:9]([CH2:25][C:26]3[CH:31]=[CH:30][CH:29]=[CH:28][CH:27]=3)[C:10](=[O:24])[C:11]([C:15]([NH:17][CH2:18][C:19]([OH:21])=[O:20])=[O:16])=[C:12]([OH:14])[N:13]=2)[CH:5]=[CH:6][CH:7]=1, predict the reactants needed to synthesize it. The reactants are: [Br:1][C:2]1[CH:3]=[C:4]([C:8]2[N:9]([CH2:25][C:26]3[CH:31]=[CH:30][CH:29]=[CH:28][CH:27]=3)[C:10](=[O:24])[C:11]([C:15]([NH:17][CH2:18][C:19]([O:21]CC)=[O:20])=[O:16])=[C:12]([OH:14])[N:13]=2)[CH:5]=[CH:6][CH:7]=1.BrC1C=C(C2N(CC3C=CC=CC=3)C(=O)C=C(O)N=2)C=CC=1.N(CC(OCC)=O)=C=O.C(N(CC)C(C)C)(C)C.Cl. (4) The reactants are: Cl[CH2:2][C:3]1[N:4]=[C:5]2[S:12][C:11]([CH3:13])=[C:10]([C:14]([O:16][CH3:17])=[O:15])[N:6]2[C:7](=[O:9])[CH:8]=1.[F:18][C:19]1[C:24]([C:25]([F:28])([F:27])[F:26])=[CH:23][CH:22]=[CH:21][C:20]=1B(O)O.C(=O)([O-])[O-].[K+].[K+]. Given the product [F:18][C:19]1[C:24]([C:25]([F:26])([F:27])[F:28])=[CH:23][CH:22]=[CH:21][C:20]=1[CH2:2][C:3]1[N:4]=[C:5]2[S:12][C:11]([CH3:13])=[C:10]([C:14]([O:16][CH3:17])=[O:15])[N:6]2[C:7](=[O:9])[CH:8]=1, predict the reactants needed to synthesize it.